This data is from Cav3 T-type calcium channel HTS with 100,875 compounds. The task is: Binary Classification. Given a drug SMILES string, predict its activity (active/inactive) in a high-throughput screening assay against a specified biological target. The compound is O1C(C1C(=O)COCc1ccccc1)CC(OC)OC. The result is 0 (inactive).